From a dataset of Forward reaction prediction with 1.9M reactions from USPTO patents (1976-2016). Predict the product of the given reaction. (1) Given the reactants [Cl:1][C:2]1[CH:7]=[CH:6][C:5]([C:8](Cl)(Cl)Cl)=[CH:4][CH:3]=1.[CH3:12][O:13][C:14]1C=[C:16](C)[CH:17]=[C:18]([O:22][CH3:23])[C:19]=1[O:20][CH3:21].[OH2:25].Cl[CH:27](Cl)[CH:28](Cl)Cl, predict the reaction product. The product is: [Cl:1][C:2]1[CH:7]=[CH:6][C:5]([C:8](=[O:25])[C:17]2[CH:16]=[C:27]([CH3:28])[C:14]([O:13][CH3:12])=[C:19]([O:20][CH3:21])[C:18]=2[O:22][CH3:23])=[CH:4][CH:3]=1. (2) Given the reactants [Cl:1][C:2]1[CH:7]=[C:6]([N+:8]([O-:10])=[O:9])[CH:5]=[CH:4][C:3]=1[O:11][C:12]1[CH:17]=[CH:16][CH:15]=[C:14](SC)[CH:13]=1.Cl[C:21]1C=CC=C(C(OO)=O)C=1.[S:31]([O-:35])([O-])(=[O:33])=S.[Na+].[Na+], predict the reaction product. The product is: [Cl:1][C:2]1[CH:7]=[C:6]([N+:8]([O-:10])=[O:9])[CH:5]=[CH:4][C:3]=1[O:11][C:12]1[CH:17]=[CH:16][CH:15]=[C:14]([S:31]([CH3:21])(=[O:35])=[O:33])[CH:13]=1. (3) Given the reactants Cl.[F:2][C@H:3]1[CH2:7][CH2:6][NH:5][CH2:4]1.[C:8]([NH:15][CH2:16][C:17](O)=[O:18])([O:10][C:11]([CH3:14])([CH3:13])[CH3:12])=[O:9].Cl.C(N=C=NCCCN(C)C)C.ON1C2C=CC=CC=2N=N1, predict the reaction product. The product is: [F:2][C@H:3]1[CH2:7][CH2:6][N:5]([C:17](=[O:18])[CH2:16][NH:15][C:8](=[O:9])[O:10][C:11]([CH3:12])([CH3:13])[CH3:14])[CH2:4]1. (4) Given the reactants C(O[C:4]([C:6]1(C)[C:12](=[O:13])[CH2:11][CH2:10][N:9]([C:14]([O:16][C:17]([CH3:20])([CH3:19])[CH3:18])=[O:15])[CH2:8][CH2:7]1)=O)C.[OH-].[K+], predict the reaction product. The product is: [C:17]([O:16][C:14]([N:9]1[CH2:10][CH2:11][C:12](=[O:13])[CH:6]([CH3:4])[CH2:7][CH2:8]1)=[O:15])([CH3:20])([CH3:18])[CH3:19]. (5) Given the reactants [Si]([C:8]1[O:9][C:10]2[CH:30]=[C:29]([O:31][CH3:32])[CH:28]=[CH:27][C:11]=2[C:12]=1[C:13](=[O:26])[C:14]1[CH:19]=[C:18]([O:20][CH3:21])[C:17]([O:22][CH3:23])=[C:16]([O:24][CH3:25])[CH:15]=1)(C(C)(C)C)(C)C.[Br:33]Br, predict the reaction product. The product is: [Br:33][C:8]1[O:9][C:10]2[CH:30]=[C:29]([O:31][CH3:32])[CH:28]=[CH:27][C:11]=2[C:12]=1[C:13](=[O:26])[C:14]1[CH:19]=[C:18]([O:20][CH3:21])[C:17]([O:22][CH3:23])=[C:16]([O:24][CH3:25])[CH:15]=1. (6) Given the reactants [CH3:1][O:2][C:3]1[CH:8]=[CH:7][CH:6]=[CH:5][C:4]=1[C:9]1[C:17]2[C:12](=[N:13][CH:14]=[C:15](B3OC(C)(C)C(C)(C)O3)[CH:16]=2)[N:11]([CH2:27][O:28][CH2:29][CH2:30][Si:31]([CH3:34])([CH3:33])[CH3:32])[N:10]=1.Br[C:36]1[CH:37]=[C:38]([CH:42]([C:44]2[C:49]([CH3:50])=[CH:48][CH:47]=[CH:46][N:45]=2)[OH:43])[CH:39]=[CH:40][CH:41]=1.C(=O)([O-])[O-].[Na+].[Na+].C(=O)(O)[O-].[Na+], predict the reaction product. The product is: [CH3:1][O:2][C:3]1[CH:8]=[CH:7][CH:6]=[CH:5][C:4]=1[C:9]1[C:17]2[C:12](=[N:13][CH:14]=[C:15]([C:40]3[CH:39]=[C:38]([CH:42]([C:44]4[C:49]([CH3:50])=[CH:48][CH:47]=[CH:46][N:45]=4)[OH:43])[CH:37]=[CH:36][CH:41]=3)[CH:16]=2)[N:11]([CH2:27][O:28][CH2:29][CH2:30][Si:31]([CH3:32])([CH3:33])[CH3:34])[N:10]=1.